From a dataset of Forward reaction prediction with 1.9M reactions from USPTO patents (1976-2016). Predict the product of the given reaction. (1) The product is: [Br:11][C:7]1[CH:6]=[C:3]2[C:2](=[CH:9][C:8]=1[Cl:10])[N:1]=[C:13]([OH:14])[N:12]=[CH:4]2. Given the reactants [NH2:1][C:2]1[CH:9]=[C:8]([Cl:10])[C:7]([Br:11])=[CH:6][C:3]=1[CH:4]=O.[NH2:12][C:13](N)=[O:14], predict the reaction product. (2) Given the reactants N([C:11]([N:13]1[CH2:18][CH2:17][CH2:16]CC1)=[O:12])=N[C:11]([N:13]1CC[CH2:16][CH2:17][CH2:18]1)=[O:12].[OH:19][C:20]1[CH:21]=[C:22]2[C:26](=[CH:27][CH:28]=1)[NH:25][C:24]([CH2:29][CH2:30][C:31]([O:33][CH3:34])=[O:32])=[CH:23]2.[CH2:35](P(CCCC)CCCC)[CH2:36][CH2:37]C.[O:48]1[CH2:52][CH2:51][CH2:50][CH2:49]1, predict the reaction product. The product is: [CH2:52]([O:48][C:11]([NH:13][CH2:18][CH2:17][CH2:16][O:19][C:20]1[CH:21]=[C:22]2[C:26](=[CH:27][CH:28]=1)[NH:25][C:24]([CH2:29][CH2:30][C:31]([O:33][CH3:34])=[O:32])=[CH:23]2)=[O:12])[C:51]1[CH:37]=[CH:36][CH:35]=[CH:49][CH:50]=1. (3) Given the reactants Cl.[Br:2][C:3]1[CH:8]=[CH:7][C:6]([NH:9][NH2:10])=[CH:5][CH:4]=1.Cl.C(O[CH:15](OCC)[CH2:16][CH:17](OCC)OCC)C, predict the reaction product. The product is: [Br:2][C:3]1[CH:8]=[CH:7][C:6]([N:9]2[CH:17]=[CH:16][CH:15]=[N:10]2)=[CH:5][CH:4]=1. (4) Given the reactants C(O[C:4]([C:6]1[S:10][C:9]2[CH:11]=[CH:12][C:13]([CH2:15][N:16]3[C:24](=[O:25])C4C(=CC=CC=4)C3=O)=[CH:14][C:8]=2[CH:7]=1)=[O:5])C.[OH2:27].NN.O.[H-].[Al+3].[Li+].[H-].[H-].[H-], predict the reaction product. The product is: [C:8]([O:27][C:24](=[O:25])[NH:16][CH2:15][C:13]1[CH:12]=[CH:11][C:9]2[S:10][C:6]([CH2:4][OH:5])=[CH:7][C:8]=2[CH:14]=1)([CH3:14])([CH3:9])[CH3:7]. (5) Given the reactants [C:1]([C:5]1[CH:6]=[C:7]([CH:17]([O:20][Si](C)(C)C)[C:18]#N)[N:8]([C:10]2[CH:15]=[CH:14][C:13]([CH3:16])=[CH:12][CH:11]=2)[N:9]=1)([CH3:4])([CH3:3])[CH3:2].Cl.[OH-:26].[K+].[OH2:28], predict the reaction product. The product is: [C:1]([C:5]1[CH:6]=[C:7]([CH:17]([OH:20])[C:18]([OH:28])=[O:26])[N:8]([C:10]2[CH:15]=[CH:14][C:13]([CH3:16])=[CH:12][CH:11]=2)[N:9]=1)([CH3:4])([CH3:3])[CH3:2]. (6) Given the reactants [S:1]1[C:9]2[C:4](=[N:5][CH:6]=[CH:7][C:8]=2O)[CH:3]=[CH:2]1.S(Cl)([Cl:13])=O.CN(C=O)C, predict the reaction product. The product is: [Cl:13][C:8]1[CH:7]=[CH:6][N:5]=[C:4]2[CH:3]=[CH:2][S:1][C:9]=12. (7) Given the reactants [H-].[Na+].[NH:3]1[C:11]2[C:6](=[N:7][CH:8]=[CH:9][CH:10]=2)[CH:5]=[CH:4]1.[C:12]1([S:18](Cl)(=[O:20])=[O:19])[CH:17]=[CH:16][CH:15]=[CH:14][CH:13]=1, predict the reaction product. The product is: [C:12]1([S:18]([N:3]2[C:11]3[C:6](=[N:7][CH:8]=[CH:9][CH:10]=3)[CH:5]=[CH:4]2)(=[O:20])=[O:19])[CH:17]=[CH:16][CH:15]=[CH:14][CH:13]=1. (8) The product is: [Cl:33][C:34]1[CH:39]=[CH:38][C:37]([C:3]2[C:8](=[O:9])[N:7]3[CH:10]=[CH:11][CH:12]=[CH:13][C:6]3=[N:5][C:4]=2[CH2:14][CH2:15][CH3:16])=[CH:36][CH:35]=1. Given the reactants Br.Br[C:3]1[C:8](=[O:9])[N:7]2[CH:10]=[CH:11][CH:12]=[CH:13][C:6]2=[N:5][C:4]=1[CH2:14][CH2:15][CH3:16].BrC1C(=O)N2C=CC=CC2=NC=1CCCC.[Cl:33][C:34]1[CH:39]=[CH:38][C:37](B(O)O)=[CH:36][CH:35]=1.COC1C=CC(B(O)O)=CC=1, predict the reaction product. (9) Given the reactants [CH:1]1([N:7]2[CH2:11][CH2:10][CH:9]([CH2:12][C:13]3[CH:20]=[CH:19][CH:18]=[CH:17][C:14]=3[C:15]#[N:16])[C:8]2=[O:21])[CH2:6][CH2:5][CH2:4][CH2:3][CH2:2]1.[BH4-].[Na+].O, predict the reaction product. The product is: [NH2:16][CH2:15][C:14]1[CH:17]=[CH:18][CH:19]=[CH:20][C:13]=1[CH2:12][CH:9]1[CH2:10][CH2:11][N:7]([CH:1]2[CH2:6][CH2:5][CH2:4][CH2:3][CH2:2]2)[C:8]1=[O:21].